This data is from NCI-60 drug combinations with 297,098 pairs across 59 cell lines. The task is: Regression. Given two drug SMILES strings and cell line genomic features, predict the synergy score measuring deviation from expected non-interaction effect. (1) Drug 1: CC1=C2C(C(=O)C3(C(CC4C(C3C(C(C2(C)C)(CC1OC(=O)C(C(C5=CC=CC=C5)NC(=O)OC(C)(C)C)O)O)OC(=O)C6=CC=CC=C6)(CO4)OC(=O)C)OC)C)OC. Drug 2: CN(CCCl)CCCl.Cl. Cell line: SF-268. Synergy scores: CSS=33.5, Synergy_ZIP=-4.34, Synergy_Bliss=-7.78, Synergy_Loewe=-19.7, Synergy_HSA=-6.82. (2) Drug 1: CC1C(C(CC(O1)OC2CC(OC(C2O)C)OC3=CC4=CC5=C(C(=O)C(C(C5)C(C(=O)C(C(C)O)O)OC)OC6CC(C(C(O6)C)O)OC7CC(C(C(O7)C)O)OC8CC(C(C(O8)C)O)(C)O)C(=C4C(=C3C)O)O)O)O. Drug 2: C1=CC=C(C(=C1)C(C2=CC=C(C=C2)Cl)C(Cl)Cl)Cl. Cell line: OVCAR-8. Synergy scores: CSS=39.8, Synergy_ZIP=3.79, Synergy_Bliss=5.92, Synergy_Loewe=-38.2, Synergy_HSA=3.42. (3) Drug 1: C1CC(C1)(C(=O)O)C(=O)O.[NH2-].[NH2-].[Pt+2]. Drug 2: C(CC(=O)O)C(=O)CN.Cl. Cell line: SK-MEL-5. Synergy scores: CSS=8.02, Synergy_ZIP=-0.181, Synergy_Bliss=5.81, Synergy_Loewe=-0.319, Synergy_HSA=4.01. (4) Synergy scores: CSS=36.1, Synergy_ZIP=1.75, Synergy_Bliss=8.60, Synergy_Loewe=-10.3, Synergy_HSA=8.44. Cell line: HOP-62. Drug 1: CC12CCC(CC1=CCC3C2CCC4(C3CC=C4C5=CN=CC=C5)C)O. Drug 2: C1=CC(=CC=C1CCC2=CNC3=C2C(=O)NC(=N3)N)C(=O)NC(CCC(=O)O)C(=O)O. (5) Drug 1: CC1C(C(CC(O1)OC2CC(CC3=C2C(=C4C(=C3O)C(=O)C5=C(C4=O)C(=CC=C5)OC)O)(C(=O)CO)O)N)O. Drug 2: CCN(CC)CCNC(=O)C1=C(NC(=C1C)C=C2C3=C(C=CC(=C3)F)NC2=O)C. Cell line: UACC62. Synergy scores: CSS=70.1, Synergy_ZIP=-1.29, Synergy_Bliss=-1.92, Synergy_Loewe=-3.31, Synergy_HSA=4.84. (6) Drug 1: C1C(C(OC1N2C=NC3=C2NC=NCC3O)CO)O. Drug 2: COCCOC1=C(C=C2C(=C1)C(=NC=N2)NC3=CC=CC(=C3)C#C)OCCOC.Cl. Cell line: SK-MEL-28. Synergy scores: CSS=1.28, Synergy_ZIP=5.45, Synergy_Bliss=0.390, Synergy_Loewe=1.04, Synergy_HSA=-1.06.